Dataset: Catalyst prediction with 721,799 reactions and 888 catalyst types from USPTO. Task: Predict which catalyst facilitates the given reaction. Reactant: Br[C:2]1[CH:3]=[CH:4][C:5]([CH3:22])=[C:6]([C:8]2[C:9](=[O:21])[NH:10][C:11]3([CH2:18][CH2:17][C:16]([F:20])([F:19])[CH2:15][CH2:14]3)[C:12]=2[OH:13])[CH:7]=1.C(=O)([O-])[O-].[Na+].[Na+].[F:29][C:30]1[CH:31]=[C:32](B(O)O)[CH:33]=[CH:34][C:35]=1[F:36].Cl. Product: [F:29][C:30]1[CH:31]=[C:32]([C:2]2[CH:3]=[CH:4][C:5]([CH3:22])=[C:6]([C:8]3[C:9](=[O:21])[NH:10][C:11]4([CH2:14][CH2:15][C:16]([F:20])([F:19])[CH2:17][CH2:18]4)[C:12]=3[OH:13])[CH:7]=2)[CH:33]=[CH:34][C:35]=1[F:36]. The catalyst class is: 57.